From a dataset of Forward reaction prediction with 1.9M reactions from USPTO patents (1976-2016). Predict the product of the given reaction. (1) Given the reactants Cl[C:2]1[C:11]2[C:6](=[CH:7][C:8]([OH:30])=[C:9]([C:12]3[N:13]=[N:14][C:15]([N:18]([CH3:29])[CH:19]4[CH2:24][C:23]([CH3:26])([CH3:25])[NH:22][C:21]([CH3:28])([CH3:27])[CH2:20]4)=[CH:16][CH:17]=3)[CH:10]=2)[N:5]=[C:4]([CH3:31])[CH:3]=1.Cl, predict the reaction product. The product is: [CH3:31][C:4]1[CH:3]=[CH:2][C:11]2[C:6](=[CH:7][C:8]([OH:30])=[C:9]([C:12]3[N:13]=[N:14][C:15]([N:18]([CH3:29])[CH:19]4[CH2:24][C:23]([CH3:26])([CH3:25])[NH:22][C:21]([CH3:28])([CH3:27])[CH2:20]4)=[CH:16][CH:17]=3)[CH:10]=2)[N:5]=1. (2) Given the reactants I.[F:2][C:3]1[CH:4]=[C:5]([NH:15][C:16](SC)=[NH:17])[CH:6]=[CH:7][C:8]=1[N:9]1[C:13]([CH3:14])=[N:12][CH:11]=[N:10]1.[Cl:20][CH2:21][CH2:22][CH2:23][CH2:24][CH:25]([C:29]1[CH:34]=[CH:33][C:32]([O:35][CH2:36][CH:37]([F:39])[F:38])=[CH:31][CH:30]=1)[C:26](O)=O.CN1CCOCC1.C(N(CC)C(C)C)(C)C.[NH2:56][NH2:57], predict the reaction product. The product is: [Cl:20][CH2:21][CH2:22][CH2:23][CH2:24][CH:25]([C:26]1[NH:57][N:56]=[C:16]([NH:15][C:5]2[CH:6]=[CH:7][C:8]([N:9]3[C:13]([CH3:14])=[N:12][CH:11]=[N:10]3)=[C:3]([F:2])[CH:4]=2)[N:17]=1)[C:29]1[CH:30]=[CH:31][C:32]([O:35][CH2:36][CH:37]([F:38])[F:39])=[CH:33][CH:34]=1. (3) Given the reactants [NH:1]1[C:9]2[C:4](=[CH:5][CH:6]=[CH:7][CH:8]=2)C=[CH:2]1.C[O:11][C:12](=[O:17])[CH2:13]N=[N+]=[N-].[CH3:18][O-:19].[Na+].[CH3:21][OH:22], predict the reaction product. The product is: [O:19]1[C:5]2=[C:4]3[C:9](=[CH:8][CH:7]=[C:6]2[O:22][CH2:21][CH2:18]1)[NH:1][CH:2]=[C:13]3[C:12]([OH:11])=[O:17]. (4) Given the reactants [OH:1][CH:2]([C:24]1[CH:29]=[CH:28][CH:27]=[CH:26][CH:25]=1)[C:3]1[S:7][C:6]([CH2:8][N:9]([CH3:17])[C:10](=[O:16])[O:11][C:12]([CH3:15])([CH3:14])[CH3:13])=[CH:5][C:4]=1[C:18]1[CH:23]=[CH:22][CH:21]=[CH:20][CH:19]=1, predict the reaction product. The product is: [C:2]([C:3]1[S:7][C:6]([CH2:8][N:9]([CH3:17])[C:10](=[O:16])[O:11][C:12]([CH3:14])([CH3:13])[CH3:15])=[CH:5][C:4]=1[C:18]1[CH:19]=[CH:20][CH:21]=[CH:22][CH:23]=1)(=[O:1])[C:24]1[CH:25]=[CH:26][CH:27]=[CH:28][CH:29]=1.